This data is from Reaction yield outcomes from USPTO patents with 853,638 reactions. The task is: Predict the reaction yield, written as a fraction of the theoretical maximum amount of product (1.0 means a 100% yield; for example, 0.34 means a 34% yield). The reactants are [C:1]1([CH:7]([C:14]2[CH:19]=[CH:18][C:17]([C:20]([F:23])([F:22])[F:21])=[CH:16][CH:15]=2)[CH:8]2[CH2:13][CH2:12][CH2:11][NH:10][CH2:9]2)[CH:6]=[CH:5][CH:4]=[CH:3][CH:2]=1.C(N(CC)CC)C.Br[CH2:32][C:33]([O:35][CH2:36][CH3:37])=[O:34].C(OCC)(=O)C. The catalyst is CC#N.CCCCCC. The product is [C:1]1([CH:7]([C:14]2[CH:15]=[CH:16][C:17]([C:20]([F:23])([F:21])[F:22])=[CH:18][CH:19]=2)[CH:8]2[CH2:13][CH2:12][CH2:11][N:10]([CH2:32][C:33]([O:35][CH2:36][CH3:37])=[O:34])[CH2:9]2)[CH:2]=[CH:3][CH:4]=[CH:5][CH:6]=1. The yield is 0.480.